Predict the product of the given reaction. From a dataset of Forward reaction prediction with 1.9M reactions from USPTO patents (1976-2016). (1) The product is: [F:34][C:31]1[CH:32]=[CH:33][C:28]([C:25]2[C:24]3[CH:35]=[CH:36][C:21]([O:20][CH2:15][C:14]#[C:13][C:10]4[CH:9]=[CH:8][C:7]([CH2:6][C@H:5]([O:17][CH3:18])[C:4]([OH:3])=[O:19])=[CH:12][CH:11]=4)=[CH:22][C:23]=3[O:27][CH:26]=2)=[CH:29][CH:30]=1. Given the reactants C([O:3][C:4](=[O:19])[C@@H:5]([O:17][CH3:18])[CH2:6][C:7]1[CH:12]=[CH:11][C:10]([C:13]#[C:14][CH2:15]Cl)=[CH:9][CH:8]=1)C.[OH:20][C:21]1[CH:36]=[CH:35][C:24]2[C:25]([C:28]3[CH:33]=[CH:32][C:31]([F:34])=[CH:30][CH:29]=3)=[CH:26][O:27][C:23]=2[CH:22]=1, predict the reaction product. (2) The product is: [C:22]1([CH:9]([NH2:8])[CH2:10][NH2:11])[CH:27]=[CH:26][CH:25]=[CH:24][CH:23]=1. Given the reactants BrC1C=C([NH:8][CH:9]([C:22]2[CH:27]=[CH:26][CH:25]=[CH:24][CH:23]=2)[CH2:10][N:11]2C(=O)C3C(=CC=CC=3)C2=O)C=NC=1.O.NN, predict the reaction product.